Dataset: Experimentally validated miRNA-target interactions with 360,000+ pairs, plus equal number of negative samples. Task: Binary Classification. Given a miRNA mature sequence and a target amino acid sequence, predict their likelihood of interaction. (1) The miRNA is hsa-miR-548h-3p with sequence CAAAAACCGCAAUUACUUUUGCA. Result: 0 (no interaction). The protein sequence of the target gene is MQKLQISVYIYLFMLIVAGPVDLNENSEQKENVEKEGLCNACLWRENTTSSRLEAIKIQILSKLRLETAPNISKDAIRQLLPKAPPLLELIDQFDVQRDASSDGSLEDDDYHARTETVITMPTESDLLTQVEGKPKCCFFKFSSKIQYNKLVKAQLWIYLRPVKTPATVFVQILRLIKPMKDGTRYTGIRSLKLDMNPGTGIWQSIDVKTVLQNWLKQPESNLGIEIKALDENGHDLAVTFPEPGEDGLTPFLEVKVTDTPKRSRRDFGLDCDEHSTESRCCRYPLTVDFEAFGWDWIIA.... (2) The miRNA is hsa-miR-648 with sequence AAGUGUGCAGGGCACUGGU. The protein sequence of the target gene is MAASTASHRPIKGILKNKTSTTSSMVASAEQPRGNVDEELSKKSQKWDEMNILATYHPADKDYGLMKIDEPSTPYHSMMGDDEDACSDTEATEAMAPDILARKLAAAEGLEPKYRIQEQESSGEEDSDLSPEEREKKRQFEMKRKLHYNEGLNIKLARQLISKDLHDDDEDEEMLETADGESMNTEESNQGSTPSDQQQNKLRSS. Result: 0 (no interaction). (3) The miRNA is hsa-miR-3688-5p with sequence AGUGGCAAAGUCUUUCCAUAU. The protein sequence of the target gene is MSFGRDMELEHFDERDKAQRYSRGSRVNGLPSPTHSAHCSFYRTRTLQTLSSEKKAKKVRFYRNGDRYFKGIVYAISPDRFRSFEALLADLTRTLSDNVNLPQGVRTIYTIDGLKKISSLDQLVEGESYVCGSIEPFKKLEYTKNVNPNWSVNVKTTSASRAVSSLATAKGGPSEVRENKDFIRPKLVTIIRSGVKPRKAVRILLNKKTAHSFEQVLTDITDAIKLDSGVVKRLYTLDGKQVMCLQDFFGDDDIFIACGPEKFRYQDDFLLDESECRVVKSTSYTKIASASRRGTTKSPG.... Result: 0 (no interaction). (4) Result: 0 (no interaction). The protein sequence of the target gene is MEASGSSSQSQDSGGVHRETEDHYQETELHKHHGKARERYKRDKSSSSSSSSSSSSSSSSSSSSSSSDSSDEDQPSRGPRKHRRRPRRDSLRGADHGELEVLKDELQLCGGAAGEMVPTGESGLRRRGSGSAEGEVEASQLRRLNIKKDDEFFHFVLLCFAIGALLVCYHYYADWFMSLGVGLLTFASLETIGIYFGLVYRIHSVLQGFIPLLQKFRLPGFRRTN. The miRNA is hsa-miR-20a-3p with sequence ACUGCAUUAUGAGCACUUAAAG. (5) The miRNA is hsa-miR-7155-5p with sequence UCUGGGGUCUUGGGCCAUC. The protein sequence of the target gene is MGQLCWLPLLAPLLLLRPPGVQSAGPIRAFVVPHSHMDVGWVYTVQESMRAYAANVYTSVVEELARGQQRRFIAVEQEFFRLWWDGVASDQQKYQVRQLLEEGRLEFVIGGQVMHDEAVTHLDDQILQLTEGHGFLYETFGIRPQFSWHVDPFGASATTPTLFALAGFNAHLGSRIDYDLKAAMQEARGLQFVWRGSPSLSERQEIFTHIMDQYSYCTPSHIPFSNRSGFYWNGVAVFPKPPQDGVYPNMSEPVTPANINLYAEALVANVKQRAAWFRTPHVLWPWGCDKQFFNASVQFA.... Result: 1 (interaction). (6) The miRNA is hsa-miR-516a-3p with sequence UGCUUCCUUUCAGAGGGU. The protein sequence of the target gene is MTSCGQQSLNVLAVLFSLLFSAVLSAHFRVCEPYTDHKGRYHFGFHCPRLSDNKTFILCCHHNNTVFKYCCNETEFQAVMQANLTASSEGYMHNNYTALLGVWIYGFFVLMLLVLDLLYYSAMNYDICKVYLARWGIQGRWMKQDPRRWGNPARAPRPGQRAPQPQPPPGPLPQAPQAVHTLRGDAHSPPLMTFQSSSA. Result: 1 (interaction). (7) The miRNA is hsa-miR-181c-5p with sequence AACAUUCAACCUGUCGGUGAGU. The protein sequence of the target gene is MSASLVRATVRAVSKRKLQPTRAALTLTPSAVNKIKQLLKDKPEHVGVKVGVRTRGCNGLSYTLEYTKTKGDSDEEVIQDGVRVFIEKKAQLTLLGTEMDYVEDKLSSEFVFNNPNIKGTCGCGESFNI. Result: 1 (interaction). (8) The miRNA is hsa-miR-3179 with sequence AGAAGGGGUGAAAUUUAAACGU. The protein sequence of the target gene is MPSVSPAGPSAGAVPNATAVTTVRTNASGLEVPLFHLFARLDEELHGTFPGLWLALMAVHGAIFLAGLVLNGLALYVFCCRTRAKTPSVIYTINLVVTDLLVGLSLPTRFAVYYGARGCLRCAFPHVLGYFLNMHCSILFLTCICVDRYLAIVRPEGSRRCRQPACARAVCAFVWLAAGAVTLSVLGVTGSRPCCRVFALTVLEFLLPLLVISVFTGRIMCALSRPGLLHQGRQRRVRAMQLLLTVLIIFLVCFTPFHARQVAVALWPDMPHHTSLVVYHVAVTLSSLNSCMDPIVYCFV.... Result: 1 (interaction). (9) The miRNA is hsa-miR-143-3p with sequence UGAGAUGAAGCACUGUAGCUC. The protein sequence of the target gene is MPRPELPLPEGWEEARDFDGKVYYIDHRNRTTSWIDPRDRYTKPLTFADCISDELPLGWEEAYDPQVGDYFIDHNTKTTQIEDPRVQWRREQEHMLKDYLVVAQEALSAQKEIYQVKQQRLELAQQEYQQLHAVWEHKLGSQVSLVSGSSSSSKYDPEILKAEIATAKSRVNKLKREMVHLQHELQFKERGFQTLKKIDERMSDAQGGYKLDEAQAVLRETKAIKKAITCGEKEKQDLIKSLAMLKDGFRTDRGSHSDLWSSSSSLESSSFPMPKQFLDVSSQTDISGSFSTSSNNQLAE.... Result: 0 (no interaction). (10) The miRNA is hsa-miR-6834-5p with sequence GUGAGGGACUGGGAUUUGUGG. The protein sequence of the target gene is MRECISIHVGQAGVQIGNACWELYCLEHGIQPDGQMPSDKTIGGGDDSFNTFFSETGAGKHVPRAVFVDLEPTVIDEVRTGTYRQLFHPEQLITGKEDAANNYARGHYTIGKEIIDLVLDRIRKLADQCTGLQGFLVFHSFGGGTGSGFTSLLMERLSVDYGKKSKLEFSIYPAPQVSTAVVEPYNSILTTHTTLEHSDCAFMVDNEAIYDICRRNLDIERPTYTNLNRLIGQIVSSITASLRFDGALNVDLTEFQTNLVPYPRIHFPLATYAPVISAEKAYHEQLSVAEITNACFEPAN.... Result: 0 (no interaction).